Task: Predict the reactants needed to synthesize the given product.. Dataset: Full USPTO retrosynthesis dataset with 1.9M reactions from patents (1976-2016) Given the product [CH:3]([O:6][C:7]1[CH:8]=[C:9]([CH:23]=[C:24]([O:29][CH:30]([CH3:31])[CH3:32])[C:25]=1[O:26][CH2:27][CH3:28])[C:10]([NH:12][C:13]1[CH:21]=[CH:20][C:16]([C:17]([OH:19])=[O:18])=[C:15]([F:22])[CH:14]=1)=[O:11])([CH3:5])[CH3:4], predict the reactants needed to synthesize it. The reactants are: [OH-].[Li+].[CH:3]([O:6][C:7]1[CH:8]=[C:9]([CH:23]=[C:24]([O:29][CH:30]([CH3:32])[CH3:31])[C:25]=1[O:26][CH2:27][CH3:28])[C:10]([NH:12][C:13]1[CH:21]=[CH:20][C:16]([C:17]([O-:19])=[O:18])=[C:15]([F:22])[CH:14]=1)=[O:11])([CH3:5])[CH3:4].